This data is from Forward reaction prediction with 1.9M reactions from USPTO patents (1976-2016). The task is: Predict the product of the given reaction. The product is: [N:36]([CH2:6][C:7]1([CH2:27][O:28][CH2:29][C:30]2[CH:31]=[CH:32][CH:33]=[CH:34][CH:35]=2)[CH2:26][CH2:25][CH2:24][C:9]2([O:13][C:12](=[O:14])[N:11]([CH2:15][C:16]3[CH:17]=[CH:18][C:19]([O:22][CH3:23])=[CH:20][CH:21]=3)[CH2:10]2)[CH2:8]1)=[N+:37]=[N-:38]. Given the reactants CS(O[CH2:6][C:7]1([CH2:27][O:28][CH2:29][C:30]2[CH:35]=[CH:34][CH:33]=[CH:32][CH:31]=2)[CH2:26][CH2:25][CH2:24][C:9]2([O:13][C:12](=[O:14])[N:11]([CH2:15][C:16]3[CH:21]=[CH:20][C:19]([O:22][CH3:23])=[CH:18][CH:17]=3)[CH2:10]2)[CH2:8]1)(=O)=O.[N-:36]=[N+:37]=[N-:38].[Na+].CCOCC, predict the reaction product.